From a dataset of Reaction yield outcomes from USPTO patents with 853,638 reactions. Predict the reaction yield, written as a fraction of the theoretical maximum amount of product (1.0 means a 100% yield; for example, 0.34 means a 34% yield). (1) The reactants are I([O-])(=O)(=O)=O.[Na+].C[OH:8].[CH2:9]([S:17][C:18]1[N:23]=[N:22][C:21]([N:24]2[CH2:29][CH2:28][N:27]([C:30]([C:32]3[CH:37]=[CH:36][CH:35]=[CH:34][C:33]=3[C:38]([F:41])([F:40])[F:39])=[O:31])[CH2:26][CH2:25]2)=[CH:20][CH:19]=1)[CH2:10][C:11]1[CH:16]=[CH:15][CH:14]=[CH:13][CH:12]=1. The catalyst is O. The product is [C:11]1([CH2:10][CH2:9][S:17]([C:18]2[N:23]=[N:22][C:21]([N:24]3[CH2:25][CH2:26][N:27]([C:30]([C:32]4[CH:37]=[CH:36][CH:35]=[CH:34][C:33]=4[C:38]([F:41])([F:40])[F:39])=[O:31])[CH2:28][CH2:29]3)=[CH:20][CH:19]=2)=[O:8])[CH:16]=[CH:15][CH:14]=[CH:13][CH:12]=1. The yield is 0.692. (2) The reactants are CC1(C)[O:6][CH:5](/[CH:7]=[CH:8]/[C:9]2[CH:10]=[C:11]3[C:23](=[CH:24][CH:25]=2)[C:22](=[O:26])[C:14]2[C:15]4[CH:21]=[CH:20][CH:19]=[CH:18][C:16]=4[O:17][C:13]=2[C:12]3([CH3:28])[CH3:27])[CH2:4][O:3]1. The catalyst is [Pd].CO. The product is [OH:6][CH:5]([CH2:4][OH:3])[CH2:7][CH2:8][C:9]1[CH:10]=[C:11]2[C:23](=[CH:24][CH:25]=1)[C:22](=[O:26])[C:14]1[C:15]3[CH:21]=[CH:20][CH:19]=[CH:18][C:16]=3[O:17][C:13]=1[C:12]2([CH3:28])[CH3:27]. The yield is 0.310. (3) The reactants are [NH2:1][C:2]1[S:3][CH:4]=[C:5]([C:7]([O:9][CH2:10][CH3:11])=[O:8])[N:6]=1.[N:12]([C:15]1[CH:20]=[CH:19][CH:18]=[CH:17][C:16]=1[O:21][C:22]([F:25])([F:24])[F:23])=[C:13]=[O:14]. The catalyst is C(Cl)Cl. The product is [F:23][C:22]([F:24])([F:25])[O:21][C:16]1[CH:17]=[CH:18][CH:19]=[CH:20][C:15]=1[NH:12][C:13](=[O:14])[NH:1][C:2]1[S:3][CH:4]=[C:5]([C:7]([O:9][CH2:10][CH3:11])=[O:8])[N:6]=1. The yield is 0.860. (4) The reactants are [CH3:1][C:2]1([CH3:19])[C:6]([CH3:8])([CH3:7])[O:5][B:4]([C:9]2[CH:10]=[CH:11][C:12]([N+:16]([O-:18])=[O:17])=[C:13]([NH2:15])[CH:14]=2)[O:3]1.[C:20]([NH:23][C:24]1[CH:32]=[CH:31][C:27]([C:28](Cl)=[O:29])=[CH:26][CH:25]=1)(=[O:22])[CH3:21].C(NC1C=CC(C(O)=O)=CC=1)(=O)C. The catalyst is N1C=CC=CC=1.CN(C)C1C=CN=CC=1. The product is [C:20]([NH:23][C:24]1[CH:32]=[CH:31][C:27]([C:28]([NH:15][C:13]2[CH:14]=[C:9]([B:4]3[O:3][C:2]([CH3:19])([CH3:1])[C:6]([CH3:7])([CH3:8])[O:5]3)[CH:10]=[CH:11][C:12]=2[N+:16]([O-:18])=[O:17])=[O:29])=[CH:26][CH:25]=1)(=[O:22])[CH3:21]. The yield is 0.160. (5) The reactants are [CH:1]1([C:4]2[NH:8][C:7]3[C:9]([C:14]([OH:16])=O)=[CH:10][CH:11]=[C:12]([OH:13])[C:6]=3[N:5]=2)[CH2:3][CH2:2]1.[NH2:17][CH2:18][CH:19]1[CH2:22][N:21](C(OC(C)(C)C)=O)[CH2:20]1. No catalyst specified. The product is [NH:21]1[CH2:22][CH:19]([CH2:18][NH:17][C:14]([C:9]2[C:7]3[NH:8][C:4]([CH:1]4[CH2:2][CH2:3]4)=[N:5][C:6]=3[C:12]([OH:13])=[CH:11][CH:10]=2)=[O:16])[CH2:20]1. The yield is 0.310. (6) The reactants are Br[C:2]1[CH:3]=[C:4]([C:8]2[O:9][C:10]3[CH:16]=[CH:15][CH:14]=[CH:13][C:11]=3[N:12]=2)[CH:5]=[CH:6][CH:7]=1.[B:17]1([B:17]2[O:21][C:20]([CH3:23])([CH3:22])[C:19]([CH3:25])([CH3:24])[O:18]2)[O:21][C:20]([CH3:23])([CH3:22])[C:19]([CH3:25])([CH3:24])[O:18]1.C([O-])(=O)C.[K+]. The catalyst is C1C=CC(P(C2C=CC=CC=2)[C-]2C=CC=C2)=CC=1.C1C=CC(P(C2C=CC=CC=2)[C-]2C=CC=C2)=CC=1.Cl[Pd]Cl.[Fe+2].O1CCOCC1. The product is [CH3:24][C:19]1([CH3:25])[C:20]([CH3:23])([CH3:22])[O:21][B:17]([C:2]2[CH:3]=[C:4]([C:8]3[O:9][C:10]4[CH:16]=[CH:15][CH:14]=[CH:13][C:11]=4[N:12]=3)[CH:5]=[CH:6][CH:7]=2)[O:18]1. The yield is 0.770.